This data is from Catalyst prediction with 721,799 reactions and 888 catalyst types from USPTO. The task is: Predict which catalyst facilitates the given reaction. (1) Reactant: [Si:1]([O:8][CH:9]([CH2:15][C:16]#[CH:17])[C:10]([CH3:14])([CH3:13])[CH2:11][OH:12])([C:4]([CH3:7])([CH3:6])[CH3:5])([CH3:3])[CH3:2].C1C=C[NH+]=CC=1.C1C=C[NH+]=CC=1.[O-][Cr](O[Cr]([O-])(=O)=O)(=O)=O. Product: [Si:1]([O:8][CH:9]([CH2:15][C:16]#[CH:17])[C:10]([CH3:14])([CH3:13])[CH:11]=[O:12])([C:4]([CH3:7])([CH3:6])[CH3:5])([CH3:3])[CH3:2]. The catalyst class is: 2. (2) Reactant: [CH2:1]([CH2:11][C:12](=[O:14])[CH3:13])/[CH:2]=[C:3](/[CH2:5][CH2:6][CH:7]=[C:8]([CH3:10])[CH3:9])\[CH3:4]. Product: [CH3:10][CH:8]([CH2:7][CH2:6][CH2:5][CH:3]([CH2:2][CH2:1][CH2:11][C:12]([CH3:13])=[O:14])[CH3:4])[CH3:9]. The catalyst class is: 45. (3) Reactant: [CH3:1][C:2]1[CH:6]=[C:5]([NH:7][C:8]2[N:9]=[C:10]([NH:17][C@@H:18]3[CH2:22][CH2:21][NH:20][CH2:19]3)[C:11]3[S:16][CH:15]=[CH:14][C:12]=3[N:13]=2)[S:4][N:3]=1.C(N(CC)CC)C.[C:30](Cl)(=[O:33])[CH:31]=[CH2:32]. Product: [CH3:1][C:2]1[CH:6]=[C:5]([NH:7][C:8]2[N:9]=[C:10]([NH:17][C@@H:18]3[CH2:22][CH2:21][N:20]([C:30](=[O:33])[CH:31]=[CH2:32])[CH2:19]3)[C:11]3[S:16][CH:15]=[CH:14][C:12]=3[N:13]=2)[S:4][N:3]=1. The catalyst class is: 4. (4) Reactant: [F:1][C:2]([F:7])([F:6])[CH:3]([NH2:5])[CH3:4].C(=O)([O-])[O-].[K+].[K+].[F:14][CH2:15][CH2:16][CH2:17]Br. Product: [F:14][CH2:15][CH2:16][CH2:17][NH:5][CH:3]([CH3:4])[C:2]([F:7])([F:6])[F:1]. The catalyst class is: 10. (5) Reactant: [F:1][CH:2]([F:31])[C:3]1[CH:7]=[C:6]([CH:8]([F:10])[F:9])[N:5]([CH2:11][C:12]([N:14]2[CH2:19][CH2:18][CH:17]([C:20]3[N:25]=[C:24]([C:26]([O:28]CC)=[O:27])[CH:23]=[CH:22][CH:21]=3)[CH2:16][CH2:15]2)=[O:13])[N:4]=1.O.[OH-].[Li+]. Product: [F:31][CH:2]([F:1])[C:3]1[CH:7]=[C:6]([CH:8]([F:9])[F:10])[N:5]([CH2:11][C:12]([N:14]2[CH2:19][CH2:18][CH:17]([C:20]3[N:25]=[C:24]([C:26]([OH:28])=[O:27])[CH:23]=[CH:22][CH:21]=3)[CH2:16][CH2:15]2)=[O:13])[N:4]=1. The catalyst class is: 30. (6) Reactant: [CH3:1][C:2]1[CH:3]=[C:4]([CH2:8][C:9]([OH:11])=[O:10])[CH:5]=[CH:6][CH:7]=1.[Br:12]Br. Product: [Br:12][CH2:1][C:2]1[CH:3]=[C:4]([CH2:8][C:9]([OH:11])=[O:10])[CH:5]=[CH:6][CH:7]=1. The catalyst class is: 717.